From a dataset of Peptide-MHC class I binding affinity with 185,985 pairs from IEDB/IMGT. Regression. Given a peptide amino acid sequence and an MHC pseudo amino acid sequence, predict their binding affinity value. This is MHC class I binding data. The peptide sequence is RSSPRETMK. The MHC is HLA-A23:01 with pseudo-sequence HLA-A23:01. The binding affinity (normalized) is 0.0847.